From a dataset of Catalyst prediction with 721,799 reactions and 888 catalyst types from USPTO. Predict which catalyst facilitates the given reaction. (1) Reactant: [NH2:1][C@:2]1([C:7]([O:9][CH2:10][CH3:11])=[O:8])[CH2:4][C@H:3]1[CH:5]=[CH2:6].[S:12](=[O:16])(=[O:15])([OH:14])[OH:13]. Product: [S:12]([OH:16])([OH:15])(=[O:14])=[O:13].[NH2:1][C@:2]1([C:7]([O:9][CH2:10][CH3:11])=[O:8])[CH2:4][C@H:3]1[CH:5]=[CH2:6].[NH2:1][C@:2]1([C:7]([O:9][CH2:10][CH3:11])=[O:8])[CH2:4][C@H:3]1[CH:5]=[CH2:6]. The catalyst class is: 13. (2) Reactant: [CH2:1]([N:8]1[CH2:13][CH2:12][C:11](=[CH:14][C:15]([O:17]CC)=[O:16])[CH2:10][CH2:9]1)[C:2]1[CH:7]=[CH:6][CH:5]=[CH:4][CH:3]=1.[Li+].[OH-]. Product: [CH2:1]([N:8]1[CH2:9][CH2:10][C:11](=[CH:14][C:15]([OH:17])=[O:16])[CH2:12][CH2:13]1)[C:2]1[CH:3]=[CH:4][CH:5]=[CH:6][CH:7]=1. The catalyst class is: 20. (3) Reactant: [Li+].C[Si]([N-][Si](C)(C)C)(C)C.[O:11]=[C:12]1[CH2:17][CH2:16][N:15]([C:18]([O:20][C:21]([CH3:24])([CH3:23])[CH3:22])=[O:19])[CH2:14][CH2:13]1.[CH:25]1([C:29](Cl)=[O:30])[CH2:28][CH2:27][CH2:26]1. Product: [CH:25]1([C:29]([CH:17]2[C:12](=[O:11])[CH2:13][CH2:14][N:15]([C:18]([O:20][C:21]([CH3:24])([CH3:23])[CH3:22])=[O:19])[CH2:16]2)=[O:30])[CH2:28][CH2:27][CH2:26]1. The catalyst class is: 1. (4) Reactant: [Br:1][C:2]1[CH:7]=[CH:6][C:5]([C@H:8]([NH2:10])[CH3:9])=[CH:4][CH:3]=1.N1C=CC=CC=1.[S:17](Cl)([CH3:20])(=[O:19])=[O:18]. Product: [Br:1][C:2]1[CH:7]=[CH:6][C:5]([C@H:8]([NH:10][S:17]([CH3:20])(=[O:19])=[O:18])[CH3:9])=[CH:4][CH:3]=1. The catalyst class is: 96. (5) Reactant: Br[C:2]1[C:3]([N:19]([CH3:24])[S:20]([CH3:23])(=[O:22])=[O:21])=[CH:4][C:5]2[O:9][C:8]([C:10]([O:12][CH3:13])=[O:11])=[C:7]([C:14](=[O:17])[NH:15][CH3:16])[C:6]=2[CH:18]=1.[B:25]1([B:25]2[O:29][C:28]([CH3:31])([CH3:30])[C:27]([CH3:33])([CH3:32])[O:26]2)[O:29][C:28]([CH3:31])([CH3:30])[C:27]([CH3:33])([CH3:32])[O:26]1.CC(O[K])=O. Product: [CH3:16][NH:15][C:14]([C:7]1[C:6]2[CH:18]=[C:2]([B:25]3[O:29][C:28]([CH3:31])([CH3:30])[C:27]([CH3:33])([CH3:32])[O:26]3)[C:3]([N:19]([CH3:24])[S:20]([CH3:23])(=[O:22])=[O:21])=[CH:4][C:5]=2[O:9][C:8]=1[C:10]([O:12][CH3:13])=[O:11])=[O:17]. The catalyst class is: 12. (6) Reactant: [NH2:1][C:2]1[CH:6]=[C:5]([C:7]2[CH:12]=[CH:11][C:10]([O:13][CH3:14])=[CH:9][CH:8]=2)[NH:4][C:3]=1[C:15]([O:17]CC)=O.[CH:20](N)=[NH:21]. Product: [CH3:14][O:13][C:10]1[CH:9]=[CH:8][C:7]([C:5]2[NH:4][C:3]3[C:15]([OH:17])=[N:21][CH:20]=[N:1][C:2]=3[CH:6]=2)=[CH:12][CH:11]=1. The catalyst class is: 214.